This data is from Reaction yield outcomes from USPTO patents with 853,638 reactions. The task is: Predict the reaction yield, written as a fraction of the theoretical maximum amount of product (1.0 means a 100% yield; for example, 0.34 means a 34% yield). (1) The reactants are CC(OC([N:8]1[CH2:13][CH2:12][C:11]([NH:17][C:18]([O:20]CC2C3C(=CC=CC=3)C3C2=CC=CC=3)=O)([C:14]([OH:16])=O)[CH2:10][CH2:9]1)=O)(C)C.[F:35][C:36]([F:49])([F:48])[C:37]1[CH:38]=[C:39]([CH:41]=[C:42]([C:44]([F:47])([F:46])[F:45])[CH:43]=1)[NH2:40].[CH:50](N(C(C)C)CC)([CH3:52])[CH3:51].[F:59][P-](F)(F)(F)(F)F.N1(OC(N(C)C)=[N+](C)C)[C:70]2N=[CH:72][CH:73]=[CH:74][C:69]=2N=N1. The catalyst is CN(C=O)C. The product is [F:35][C:36]([F:48])([F:49])[C:37]1[CH:38]=[C:39]([NH:40][C:14]([C:11]2([NH:17][C:18](=[O:20])/[CH:70]=[CH:69]/[C:74]3[CH:52]=[CH:50][C:51]([F:59])=[CH:72][CH:73]=3)[CH2:10][CH2:9][NH:8][CH2:13][CH2:12]2)=[O:16])[CH:41]=[C:42]([C:44]([F:45])([F:46])[F:47])[CH:43]=1. The yield is 0.590. (2) The product is [CH2:13]([C:17]1[N:18]=[C:19]([CH3:49])[N:20]([C:40]2[CH:41]=[CH:42][C:43]3[O:47][CH2:46][CH2:45][C:44]=3[CH:48]=2)[C:21](=[O:39])[C:22]=1[CH2:23][C:24]1[CH:29]=[CH:28][C:27]([C:30]2[CH:35]=[CH:34][CH:33]=[CH:32][C:31]=2[C:36]2[NH:3][C:4](=[O:7])[O:5][N:37]=2)=[CH:26][C:25]=1[F:38])[CH2:14][CH2:15][CH3:16]. The yield is 0.600. The catalyst is O.C(OCC)(=O)C. The reactants are [Cl-].O[NH3+:3].[C:4](=[O:7])([O-])[OH:5].[Na+].CS(C)=O.[CH2:13]([C:17]1[N:18]=[C:19]([CH3:49])[N:20]([C:40]2[CH:41]=[CH:42][C:43]3[O:47][CH2:46][CH2:45][C:44]=3[CH:48]=2)[C:21](=[O:39])[C:22]=1[CH2:23][C:24]1[CH:29]=[CH:28][C:27]([C:30]2[C:31]([C:36]#[N:37])=[CH:32][CH:33]=[CH:34][CH:35]=2)=[CH:26][C:25]=1[F:38])[CH2:14][CH2:15][CH3:16].